This data is from M1 muscarinic receptor antagonist screen with 61,756 compounds. The task is: Binary Classification. Given a drug SMILES string, predict its activity (active/inactive) in a high-throughput screening assay against a specified biological target. (1) The drug is S(=O)(=O)(NC1CCN(CC1)c1scc(n1)c1ccc(cc1)C)c1cc2OCCOc2cc1. The result is 0 (inactive). (2) The result is 0 (inactive). The drug is o1c(c2n([O-])c3CCCCc3[n+](=O)c2)cc2c1cccc2. (3) The compound is O1c2c(OCC1)ccc(c2)C(=O)NCc1ccccc1. The result is 0 (inactive). (4) The molecule is Clc1c(CN2CC34OC(C(C3C2=O)C(=O)NCCC(C)C)C=C4)cccc1. The result is 0 (inactive). (5) The compound is S(=O)(=O)(Nc1ccc(C(=O)NCCc2ccccc2)cc1)c1c(onc1C)C. The result is 0 (inactive). (6) The drug is S(=O)(=O)(Nc1nc(OC)nc(OC)c1)c1ccc(NC(=O)C2OCCC2)cc1. The result is 0 (inactive). (7) The result is 0 (inactive). The drug is Brc1oc(C(=O)Nc2n(c3nc4c(nc3c2C#N)cccc4)c2ccccc2)cc1. (8) The drug is O(c1cc2c(cc(C(C)C([O-])=O)cc2)cc1)C. The result is 0 (inactive). (9) The molecule is OC1=C(C(N(Cc2cccnc2)C1=O)c1ccc(OCC)cc1)C(=O)c1occc1. The result is 0 (inactive).